The task is: Predict the product of the given reaction.. This data is from Forward reaction prediction with 1.9M reactions from USPTO patents (1976-2016). (1) Given the reactants [CH3:1][C:2]1([CH3:16])[C:7]2[CH:8]=[C:9](B(O)O)[CH:10]=[CH:11][C:6]=2[NH:5][C:4](=[O:15])[O:3]1.Br[C:18]1[CH:19]=[C:20]([C:24]2[N:28]=[CH:27][S:26][N:25]=2)[CH:21]=[CH:22][CH:23]=1, predict the reaction product. The product is: [S:26]1[CH:27]=[N:28][C:24]([C:20]2[CH:21]=[CH:22][CH:23]=[CH:18][C:19]=2[C:9]2[CH:10]=[CH:11][C:6]3[NH:5][C:4](=[O:15])[O:3][C:2]([CH3:16])([CH3:1])[C:7]=3[CH:8]=2)=[N:25]1. (2) Given the reactants [Br:1][C:2]1[C:7]([N+:8]([O-:10])=[O:9])=[CH:6][C:5]([OH:11])=[C:4]([F:12])[CH:3]=1.C(=O)([O-])[O-].[Cs+].[Cs+].[CH2:19](Br)[C:20]1[CH:25]=[CH:24][CH:23]=[CH:22][CH:21]=1, predict the reaction product. The product is: [Br:1][C:2]1[CH:3]=[C:4]([F:12])[C:5]([O:11][CH2:19][C:20]2[CH:25]=[CH:24][CH:23]=[CH:22][CH:21]=2)=[CH:6][C:7]=1[N+:8]([O-:10])=[O:9]. (3) Given the reactants [NH2:1][C:2]1[CH:7]=[CH:6][C:5]([N:8]2[CH2:13][CH2:12][O:11][C:10]3[CH:14]=[C:15]([S:18]([N:21]([CH2:27][C:28]4[CH:33]=[CH:32][C:31]([O:34][CH3:35])=[CH:30][CH:29]=4)[C:22]4[S:23][CH:24]=[CH:25][N:26]=4)(=[O:20])=[O:19])[CH:16]=[CH:17][C:9]2=3)=[C:4]([Br:36])[CH:3]=1.N(OC(C)(C)C)=O.[N:44]([Si](C)(C)C)=[N+:45]=[N-], predict the reaction product. The product is: [N:1]([C:2]1[CH:7]=[CH:6][C:5]([N:8]2[CH2:13][CH2:12][O:11][C:10]3[CH:14]=[C:15]([S:18]([N:21]([CH2:27][C:28]4[CH:33]=[CH:32][C:31]([O:34][CH3:35])=[CH:30][CH:29]=4)[C:22]4[S:23][CH:24]=[CH:25][N:26]=4)(=[O:20])=[O:19])[CH:16]=[CH:17][C:9]2=3)=[C:4]([Br:36])[CH:3]=1)=[N+:44]=[N-:45]. (4) Given the reactants C(OC([NH:8][C:9]1([C:13]2[CH:18]=[CH:17][C:16]([C:19]3[C:24]([C:25]4[CH:30]=[CH:29][CH:28]=[CH:27][CH:26]=4)=[CH:23][N:22]4[N:31]=[C:32]([C:34]([OH:36])=[O:35])[N:33]=[C:21]4[N:20]=3)=[CH:15][CH:14]=2)[CH2:12][CH2:11][CH2:10]1)=O)(C)(C)C.C(O)(C(F)(F)F)=O, predict the reaction product. The product is: [NH2:8][C:9]1([C:13]2[CH:14]=[CH:15][C:16]([C:19]3[C:24]([C:25]4[CH:30]=[CH:29][CH:28]=[CH:27][CH:26]=4)=[CH:23][N:22]4[N:31]=[C:32]([C:34]([OH:36])=[O:35])[N:33]=[C:21]4[N:20]=3)=[CH:17][CH:18]=2)[CH2:12][CH2:11][CH2:10]1.